The task is: Regression/Classification. Given a drug SMILES string, predict its absorption, distribution, metabolism, or excretion properties. Task type varies by dataset: regression for continuous measurements (e.g., permeability, clearance, half-life) or binary classification for categorical outcomes (e.g., BBB penetration, CYP inhibition). Dataset: cyp1a2_veith.. This data is from CYP1A2 inhibition data for predicting drug metabolism from PubChem BioAssay. (1) The drug is c1ccc(N2CC3(CCNCC3)C2)cc1. The result is 0 (non-inhibitor). (2) The compound is c1ccc(CO[C@H]2NCCN2Cc2ccccc2)cc1. The result is 0 (non-inhibitor).